This data is from Forward reaction prediction with 1.9M reactions from USPTO patents (1976-2016). The task is: Predict the product of the given reaction. (1) Given the reactants [NH:1]1[CH:5]=[C:4]([CH2:6][C:7]([OH:9])=O)[N:3]=[CH:2]1.[CH:10]([O:13][C:14]1[CH:15]=[C:16]([N:22]2[CH2:27][CH2:26][NH:25][C@@H:24]([CH2:28][CH:29]([CH3:31])[CH3:30])[CH2:23]2)[CH:17]=[CH:18][C:19]=1[O:20][CH3:21])([CH3:12])[CH3:11], predict the reaction product. The product is: [NH:1]1[CH:5]=[C:4]([CH2:6][C:7]([N:25]2[CH2:26][CH2:27][N:22]([C:16]3[CH:17]=[CH:18][C:19]([O:20][CH3:21])=[C:14]([O:13][CH:10]([CH3:11])[CH3:12])[CH:15]=3)[CH2:23][C@@H:24]2[CH2:28][CH:29]([CH3:31])[CH3:30])=[O:9])[N:3]=[CH:2]1. (2) The product is: [CH2:28]([O:30][C:31]([C:33]1[C:34]([C:55]2[CH:56]=[CH:57][C:58]([C:61](=[O:69])[NH:62][CH2:63][C:64]3[O:65][CH:66]=[CH:67][CH:68]=3)=[CH:59][CH:60]=2)=[C:35]2[C:50](=[O:51])[NH:49][CH:48]([CH:52]([CH3:54])[CH3:53])[C:36]2=[N:37][C:38]=1[CH2:39][CH2:40][C:41]1[CH:46]=[CH:45][C:44]([F:47])=[CH:43][CH:42]=1)=[O:32])[CH3:29]. Given the reactants O=[N+]([O-])[O-].[O-][N+](=O)[O-].[O-][N+](=O)[O-].[O-][N+](=O)[O-].[O-][N+](=O)[O-].[O-][N+](=O)[O-].[Ce+4].[NH4+].[NH4+].[CH2:28]([O:30][C:31]([C:33]1[CH:34]([C:55]2[CH:60]=[CH:59][C:58]([C:61](=[O:69])[NH:62][CH2:63][C:64]3[O:65][CH:66]=[CH:67][CH:68]=3)=[CH:57][CH:56]=2)[C:35]2[C:50](=[O:51])[NH:49][CH:48]([CH:52]([CH3:54])[CH3:53])[C:36]=2[NH:37][C:38]=1[CH2:39][CH2:40][C:41]1[CH:46]=[CH:45][C:44]([F:47])=[CH:43][CH:42]=1)=[O:32])[CH3:29].FC(F)(F)C(O)=O, predict the reaction product.